Dataset: Full USPTO retrosynthesis dataset with 1.9M reactions from patents (1976-2016). Task: Predict the reactants needed to synthesize the given product. (1) Given the product [NH2:1][C:2]([C:4]1[CH:8]=[C:7]([C:9]2[C:10]([F:20])=[CH:11][C:12]([C:16]([OH:19])([CH3:17])[CH3:18])=[CH:13][C:14]=2[F:15])[S:6][C:5]=1[NH:21][C:22]1[N:27]=[C:26]([CH2:28][N:29]2[CH:33]=[C:32]([C:34]([NH:44][CH3:42])=[O:35])[N:31]=[N:30]2)[CH:25]=[CH:24][CH:23]=1)=[O:3], predict the reactants needed to synthesize it. The reactants are: [NH2:1][C:2]([C:4]1[CH:8]=[C:7]([C:9]2[C:14]([F:15])=[CH:13][C:12]([C:16]([OH:19])([CH3:18])[CH3:17])=[CH:11][C:10]=2[F:20])[S:6][C:5]=1[NH:21][C:22]1[N:27]=[C:26]([CH2:28][N:29]2[CH:33]=[C:32]([C:34]([O-])=[O:35])[N:31]=[N:30]2)[CH:25]=[CH:24][CH:23]=1)=[O:3].[K+].C1C=CC2N(O)N=[N:44][C:42]=2C=1.C(Cl)CCl.Cl.CN.CCN(C(C)C)C(C)C. (2) Given the product [CH3:20][CH:22]1[O:47][C:45](=[O:46])[C:29]2[C:28]([OH:39])=[CH:27][CH:26]=[CH:25][C:24]=2[CH2:23]1, predict the reactants needed to synthesize it. The reactants are: CCCCCCCCCCCCCCCCCCN[C:20]([CH2:22][CH2:23][C:24]1[CH:29]=[C:28](C(C)(C)C)[C:27](O)=[C:26](C(C)(C)C)[CH:25]=1)=O.[O-:39][Mn](=O)(=O)=O.[K+].[C:45]([O-])([O-:47])=[O:46].[Na+].[Na+]. (3) Given the product [OH:2][CH:3]1[O:22][C@H:21]([CH2:23][OH:24])[C@@H:8]([O:9][C@@H:10]2[O:18][C@H:17]([CH2:19][OH:20])[C@H:15]([OH:16])[C@H:13]([OH:14])[C@H:11]2[OH:12])[C@H:6]([OH:7])[C@H:4]1[OH:5], predict the reactants needed to synthesize it. The reactants are: O.[OH:2][CH:3]1[O:22][C@H:21]([CH2:23][OH:24])[C@@H:8]([O:9][C@@H:10]2[O:18][C@H:17]([CH2:19][OH:20])[C@H:15]([OH:16])[C@H:13]([OH:14])[C@H:11]2[OH:12])[C@H:6]([OH:7])[C@H:4]1[OH:5]. (4) Given the product [Cl:1][C:2]1[C:3]([NH:13][C:14]2[CH:19]=[N:18][CH:17]=[C:16]([C:20]3[CH:25]=[CH:24][C:23]([OH:26])=[CH:22][CH:21]=3)[N:15]=2)=[CH:4][C:5]([O:11][CH3:12])=[C:6]([CH:10]=1)[C:7]([NH:30][CH2:29][C:28]([F:32])([F:31])[F:27])=[O:8], predict the reactants needed to synthesize it. The reactants are: [Cl:1][C:2]1[C:3]([NH:13][C:14]2[CH:19]=[N:18][CH:17]=[C:16]([C:20]3[CH:25]=[CH:24][C:23]([OH:26])=[CH:22][CH:21]=3)[N:15]=2)=[CH:4][C:5]([O:11][CH3:12])=[C:6]([CH:10]=1)[C:7](O)=[O:8].[F:27][C:28]([F:32])([F:31])[CH2:29][NH2:30].C(N(CC)CC)C.CN(C(ON1N=NC2C=CC=CC1=2)=[N+](C)C)C.[B-](F)(F)(F)F. (5) Given the product [CH:1]([C:4]1[C:9](=[O:10])[N:8]2[N:11]=[CH:12][C:13]([C:14]#[N:15])=[C:7]2[NH:6][C:5]=1[C:16]1[CH:20]=[N:19][N:18]([CH2:32][C:33]2[CH:38]=[CH:37][CH:36]=[C:35](/[CH:39]=[CH:40]/[C:41](=[O:43])[CH3:42])[N:34]=2)[CH:17]=1)([CH3:3])[CH3:2], predict the reactants needed to synthesize it. The reactants are: [CH:1]([C:4]1[C:9](=[O:10])[N:8]2[N:11]=[CH:12][C:13]([C:14]#[N:15])=[C:7]2[NH:6][C:5]=1[C:16]1[CH:17]=[N:18][NH:19][CH:20]=1)([CH3:3])[CH3:2].CC1C=CC(S(O[CH2:32][C:33]2[CH:38]=[CH:37][CH:36]=[C:35](/[CH:39]=[CH:40]/[C:41](=[O:43])[CH3:42])[N:34]=2)(=O)=O)=CC=1.C([O-])([O-])=O.[Cs+].[Cs+]. (6) Given the product [OH:20][C@@H:19]1[C@H:18]([OH:22])[C@@H:17]([O:24][CH3:25])[C:16]([CH3:27])([CH3:26])[O:15][C@H:14]1[O:13][C:12]1[C:11]([CH3:28])=[C:10]2[C:5]([CH:6]=[C:7]([NH:30][C:31]([C:62]3[CH:61]=[C:60]([C:56]4[CH:57]=[CH:58][CH:59]=[C:54]([O:53][CH3:52])[CH:55]=4)[C:65]([O:66][CH3:67])=[CH:64][CH:63]=3)=[O:40])[C:8](=[O:29])[O:9]2)=[CH:4][C:3]=1[O:2][CH3:1], predict the reactants needed to synthesize it. The reactants are: [CH3:1][O:2][C:3]1[CH:4]=[C:5]2[C:10](=[C:11]([CH3:28])[C:12]=1[O:13][C@H:14]1[C@@H:19]3[O:20]C(=O)[O:22][C@@H:18]3[C@@H:17]([O:24][CH3:25])[C:16]([CH3:27])([CH3:26])[O:15]1)[O:9][C:8](=[O:29])[C:7]([NH:30][C:31](=[O:40])OCC1C=CC=CC=1)=[CH:6]2.CCN=C=NCCCN(C)C.[CH3:52][O:53][C:54]1[CH:55]=[C:56]([C:60]2[C:65]([O:66][CH3:67])=[CH:64][CH:63]=[C:62](C(O)=O)[CH:61]=2)[CH:57]=[CH:58][CH:59]=1.C(=O)([O-])[O-]. (7) Given the product [C:18]([C:22]1[CH:27]=[CH:26][C:25]([C:9]2[C:8]3[C:17]4=[C:16]5[C:5](=[CH:6][CH:7]=3)[CH:4]=[CH:3][CH:2]=[C:15]5[CH:14]=[CH:13][C:12]4=[CH:11][CH:10]=2)=[CH:24][CH:23]=1)([CH3:21])([CH3:20])[CH3:19], predict the reactants needed to synthesize it. The reactants are: Br[C:2]1[C:15]2[C:16]3=[C:17]4[C:12](=[CH:13][CH:14]=2)[CH:11]=[CH:10][CH:9]=[C:8]4[CH:7]=[CH:6][C:5]3=[CH:4][CH:3]=1.[C:18]([C:22]1[CH:27]=[CH:26][C:25](B(O)O)=[CH:24][CH:23]=1)([CH3:21])([CH3:20])[CH3:19].P([O-])([O-])([O-])=O.[K+].[K+].[K+].CN(C)C=O.